Dataset: Full USPTO retrosynthesis dataset with 1.9M reactions from patents (1976-2016). Task: Predict the reactants needed to synthesize the given product. (1) Given the product [CH3:8][C:7]1[N:2]2[N:1]=[C:45]([CH2:44][CH2:43][C:39]3[CH:38]=[CH:37][C:36]4[C:41](=[CH:42][C:33]([O:32][CH3:31])=[CH:34][CH:35]=4)[N:40]=3)[N:10]=[C:3]2[C:4]([CH3:5])=[N:26][CH:6]=1, predict the reactants needed to synthesize it. The reactants are: [NH2:1][N:2]1[C:7]([CH3:8])=[CH:6][CH:5]=[C:4](C)[C:3]1=[NH2+:10].CC1C=C(C)C=C(C)C=1S([O-])(=O)=O.C([N:26](CC)CC)C.[CH3:31][O:32][C:33]1[CH:42]=[C:41]2[C:36]([CH:37]=[CH:38][C:39]([CH2:43][CH2:44][CH:45]=O)=[N:40]2)=[CH:35][CH:34]=1. (2) Given the product [OH:24][C:20]1[CH:19]=[C:18]([NH:17][C:5]2[N:6]=[C:7]3[C:2]([NH:1][C:61](=[O:63])[N:8]3[C:9]3[CH:14]=[CH:13][CH:12]=[CH:11][C:10]=3[O:15][CH3:16])=[C:3]([C:25]([NH2:37])=[O:26])[N:4]=2)[CH:23]=[CH:22][CH:21]=1, predict the reactants needed to synthesize it. The reactants are: [NH2:1][C:2]1[C:3]([C:25](OCC)=[O:26])=[N:4][C:5]([NH:17][C:18]2[CH:23]=[CH:22][CH:21]=[C:20]([OH:24])[CH:19]=2)=[N:6][C:7]=1[NH:8][C:9]1[CH:14]=[CH:13][CH:12]=[CH:11][C:10]=1[O:15][CH3:16].OC1C=C([NH:37]C2N=C(C(OCC)=O)C([N+]([O-])=O)=C(NC3C=CC=CC=3OC)N=2)C=CC=1.[CH2:61]([OH:63])C. (3) Given the product [CH3:39][O:38][CH2:37]/[CH:36]=[CH:35]/[C:15]1[CH:16]=[CH:17][C:12]([N:9]2[C:10]([CH3:11])=[C:6]([C:4]([OH:3])=[O:5])[CH:7]=[N:8]2)=[N:13][CH:14]=1, predict the reactants needed to synthesize it. The reactants are: C([O:3][C:4]([C:6]1[CH:7]=[N:8][N:9]([C:12]2[CH:17]=[CH:16][C:15](Br)=[CH:14][N:13]=2)[C:10]=1[CH3:11])=[O:5])C.C1(P(C2CCCCC2)C2C=CC=CC=2C2[C:37]([O:38][CH3:39])=[CH:36][CH:35]=CC=2OC)CCCCC1.COCC=CB1OC(C)(C)C(C)(C)O1.P([O-])([O-])([O-])=O.[K+].[K+].[K+].[OH-].[Na+].Cl. (4) Given the product [Cl:1][C:2]1[CH:7]=[CH:6][CH:5]=[CH:4][C:3]=1[N:8]1[CH:12]=[CH:11][C:10]([NH:13][C:25](=[O:26])[CH2:24][C@H:22]2[CH2:21][CH2:20][N:19]3[C:15](=[O:14])[O:16][CH2:17][C@H:18]3[CH2:23]2)=[N:9]1, predict the reactants needed to synthesize it. The reactants are: [Cl:1][C:2]1[CH:7]=[CH:6][CH:5]=[CH:4][C:3]=1[N:8]1[CH:12]=[CH:11][C:10]([NH2:13])=[N:9]1.[O:14]=[C:15]1[N:19]2[CH2:20][CH2:21][C@H:22]([CH2:24][C:25](O)=[O:26])[CH2:23][C@@H:18]2[CH2:17][O:16]1.